Task: Regression. Given two drug SMILES strings and cell line genomic features, predict the synergy score measuring deviation from expected non-interaction effect.. Dataset: NCI-60 drug combinations with 297,098 pairs across 59 cell lines (1) Synergy scores: CSS=14.0, Synergy_ZIP=2.25, Synergy_Bliss=1.51, Synergy_Loewe=-0.0585, Synergy_HSA=0.977. Cell line: SR. Drug 2: CC1=C(C=C(C=C1)NC(=O)C2=CC=C(C=C2)CN3CCN(CC3)C)NC4=NC=CC(=N4)C5=CN=CC=C5. Drug 1: C1CC(=O)NC(=O)C1N2CC3=C(C2=O)C=CC=C3N. (2) Drug 1: CC1OCC2C(O1)C(C(C(O2)OC3C4COC(=O)C4C(C5=CC6=C(C=C35)OCO6)C7=CC(=C(C(=C7)OC)O)OC)O)O. Drug 2: CC1CCC2CC(C(=CC=CC=CC(CC(C(=O)C(C(C(=CC(C(=O)CC(OC(=O)C3CCCCN3C(=O)C(=O)C1(O2)O)C(C)CC4CCC(C(C4)OC)OCCO)C)C)O)OC)C)C)C)OC. Cell line: SR. Synergy scores: CSS=89.8, Synergy_ZIP=6.72, Synergy_Bliss=6.30, Synergy_Loewe=6.84, Synergy_HSA=9.46. (3) Drug 2: C1CC(=O)NC(=O)C1N2C(=O)C3=CC=CC=C3C2=O. Drug 1: C1C(C(OC1N2C=NC3=C(N=C(N=C32)Cl)N)CO)O. Synergy scores: CSS=33.7, Synergy_ZIP=3.96, Synergy_Bliss=3.12, Synergy_Loewe=-16.1, Synergy_HSA=1.06. Cell line: A549. (4) Drug 1: CNC(=O)C1=CC=CC=C1SC2=CC3=C(C=C2)C(=NN3)C=CC4=CC=CC=N4. Drug 2: C1=CC(=CC=C1CC(C(=O)O)N)N(CCCl)CCCl.Cl. Cell line: SN12C. Synergy scores: CSS=23.1, Synergy_ZIP=-4.19, Synergy_Bliss=6.74, Synergy_Loewe=5.85, Synergy_HSA=6.32. (5) Drug 1: CCC1=CC2CC(C3=C(CN(C2)C1)C4=CC=CC=C4N3)(C5=C(C=C6C(=C5)C78CCN9C7C(C=CC9)(C(C(C8N6C)(C(=O)OC)O)OC(=O)C)CC)OC)C(=O)OC.C(C(C(=O)O)O)(C(=O)O)O. Drug 2: CC(CN1CC(=O)NC(=O)C1)N2CC(=O)NC(=O)C2. Cell line: OVCAR-8. Synergy scores: CSS=40.1, Synergy_ZIP=1.18, Synergy_Bliss=-0.245, Synergy_Loewe=-9.59, Synergy_HSA=1.67. (6) Drug 1: CCCCC(=O)OCC(=O)C1(CC(C2=C(C1)C(=C3C(=C2O)C(=O)C4=C(C3=O)C=CC=C4OC)O)OC5CC(C(C(O5)C)O)NC(=O)C(F)(F)F)O. Drug 2: CC=C1C(=O)NC(C(=O)OC2CC(=O)NC(C(=O)NC(CSSCCC=C2)C(=O)N1)C(C)C)C(C)C. Cell line: HCT116. Synergy scores: CSS=65.4, Synergy_ZIP=0.873, Synergy_Bliss=3.32, Synergy_Loewe=-24.2, Synergy_HSA=0.764. (7) Drug 1: C1=CC(=CC=C1CCCC(=O)O)N(CCCl)CCCl. Drug 2: CC1=C2C(C(=O)C3(C(CC4C(C3C(C(C2(C)C)(CC1OC(=O)C(C(C5=CC=CC=C5)NC(=O)C6=CC=CC=C6)O)O)OC(=O)C7=CC=CC=C7)(CO4)OC(=O)C)O)C)OC(=O)C. Cell line: HCT-15. Synergy scores: CSS=11.9, Synergy_ZIP=-8.17, Synergy_Bliss=-10.4, Synergy_Loewe=-11.9, Synergy_HSA=-9.17. (8) Drug 1: C1=NC2=C(N1)C(=S)N=C(N2)N. Drug 2: COC1=C2C(=CC3=C1OC=C3)C=CC(=O)O2. Cell line: MDA-MB-231. Synergy scores: CSS=17.0, Synergy_ZIP=-8.79, Synergy_Bliss=-6.57, Synergy_Loewe=-15.1, Synergy_HSA=-5.86.